Dataset: Reaction yield outcomes from USPTO patents with 853,638 reactions. Task: Predict the reaction yield, written as a fraction of the theoretical maximum amount of product (1.0 means a 100% yield; for example, 0.34 means a 34% yield). (1) The reactants are [CH2:1]([S:3]([C:6]1[CH:7]=[C:8]([C:22]2[N:27]=[C:26]([CH3:28])[N:25]=[C:24]([N:29](CC3C=CC(OC)=CC=3)CC3C=CC(OC)=CC=3)[N:23]=2)[C:9]([NH:12][C:13]2[CH:14]=[N:15][C:16]([O:20][CH3:21])=[C:17]([F:19])[CH:18]=2)=[N:10][CH:11]=1)(=[O:5])=[O:4])[CH3:2].FC(F)(F)S(O)(=O)=O.[OH-].[Na+]. The catalyst is C(O)(C(F)(F)F)=O. The product is [CH2:1]([S:3]([C:6]1[CH:7]=[C:8]([C:22]2[N:27]=[C:26]([CH3:28])[N:25]=[C:24]([NH2:29])[N:23]=2)[C:9]([NH:12][C:13]2[CH:14]=[N:15][C:16]([O:20][CH3:21])=[C:17]([F:19])[CH:18]=2)=[N:10][CH:11]=1)(=[O:4])=[O:5])[CH3:2]. The yield is 0.690. (2) The reactants are Cl[C:2]1[N:7]([CH3:8])[C:6](=[O:9])[C:5]([O:10][CH2:11][C:12]2[CH:17]=[CH:16][C:15]([O:18][CH3:19])=[CH:14][CH:13]=2)=[CH:4][N:3]=1.[OH:20][C:21]1[CH:22]=[C:23](B(O)O)[CH:24]=[CH:25][CH:26]=1.C([O-])([O-])=O.[Cs+].[Cs+]. The catalyst is C1COCC1.O.ClCCl.[Pd](Cl)Cl.C1(P(C2C=CC=CC=2)[C-]2C=CC=C2)C=CC=CC=1.[C-]1(P(C2C=CC=CC=2)C2C=CC=CC=2)C=CC=C1.[Fe+2]. The product is [OH:20][C:21]1[CH:26]=[C:25]([C:2]2[N:7]([CH3:8])[C:6](=[O:9])[C:5]([O:10][CH2:11][C:12]3[CH:17]=[CH:16][C:15]([O:18][CH3:19])=[CH:14][CH:13]=3)=[CH:4][N:3]=2)[CH:24]=[CH:23][CH:22]=1. The yield is 0.140. (3) The reactants are [C:1]([C:5]1[CH:9]=[C:8]([NH:10][C:11]([NH:13][C:14]2[C:23]3[C:18](=[CH:19][CH:20]=[CH:21][CH:22]=3)[CH:17]=[CH:16][CH:15]=2)=[O:12])[N:7]([C:24]2[CH:29]=[CH:28][C:27]([CH2:30][OH:31])=[CH:26][CH:25]=2)[N:6]=1)([CH3:4])([CH3:3])[CH3:2]. The catalyst is C(Cl)Cl.O=[Mn]=O. The product is [C:1]([C:5]1[CH:9]=[C:8]([NH:10][C:11]([NH:13][C:14]2[C:23]3[C:18](=[CH:19][CH:20]=[CH:21][CH:22]=3)[CH:17]=[CH:16][CH:15]=2)=[O:12])[N:7]([C:24]2[CH:29]=[CH:28][C:27]([CH:30]=[O:31])=[CH:26][CH:25]=2)[N:6]=1)([CH3:4])([CH3:2])[CH3:3]. The yield is 0.910. (4) The reactants are S(=O)(=O)=O.N1C=CC=CC=1.[OH:11][C@@H:12]([CH2:39][CH2:40][C:41]1[CH:46]=[CH:45][CH:44]=[CH:43][CH:42]=1)/[CH:13]=[CH:14]/[C@@H:15]1[C@@H:22]2[C@@H:18]([O:19][C:20](=[O:23])[CH2:21]2)[CH2:17][C@H:16]1[O:24][C:25](=[O:38])[C:26]1[CH:31]=[CH:30][C:29]([C:32]2[CH:37]=[CH:36][CH:35]=[CH:34][CH:33]=2)=[CH:28][CH:27]=1.C(N(CC)CC)C.O. The catalyst is CS(C)=O.ClCCl. The product is [O:11]=[C:12]([CH2:39][CH2:40][C:41]1[CH:46]=[CH:45][CH:44]=[CH:43][CH:42]=1)/[CH:13]=[CH:14]/[C@@H:15]1[C@@H:22]2[C@@H:18]([O:19][C:20](=[O:23])[CH2:21]2)[CH2:17][C@H:16]1[O:24][C:25](=[O:38])[C:26]1[CH:31]=[CH:30][C:29]([C:32]2[CH:33]=[CH:34][CH:35]=[CH:36][CH:37]=2)=[CH:28][CH:27]=1. The yield is 0.837. (5) The reactants are C[O:2][C:3]1[CH:4]=[CH:5][C:6]2[N:10]=[C:9]([C:11]([OH:13])=[O:12])[NH:8][C:7]=2[CH:14]=1. The catalyst is Br. The product is [OH:2][C:3]1[CH:4]=[CH:5][C:6]2[N:10]=[C:9]([C:11]([OH:13])=[O:12])[NH:8][C:7]=2[CH:14]=1. The yield is 0.762. (6) The reactants are [NH2:1][C:2]1[S:3][C:4]2[N:5]=[C:6]([NH:11][C:12]3[CH:13]=[C:14]([NH:19][C:20](=[O:26])[O:21][C:22]([CH3:25])([CH3:24])[CH3:23])[CH:15]=[CH:16][C:17]=3[CH3:18])[N:7]=[CH:8][C:9]=2[N:10]=1.[C:27](Cl)(=[O:29])[CH3:28].C(=O)([O-])O.[Na+]. The catalyst is N1C=CC=CC=1. The product is [C:22]([O:21][C:20](=[O:26])[NH:19][C:14]1[CH:15]=[CH:16][C:17]([CH3:18])=[C:12]([NH:11][C:6]2[N:7]=[CH:8][C:9]3[N:10]=[C:2]([NH:1][C:27](=[O:29])[CH3:28])[S:3][C:4]=3[N:5]=2)[CH:13]=1)([CH3:23])([CH3:25])[CH3:24]. The yield is 0.980. (7) The reactants are [Br:1][C:2]1[CH:8]=[CH:7][C:5]([NH2:6])=[C:4]([CH2:9][CH3:10])[CH:3]=1.Cl.S([O-])([O-])(=O)=O.[Na+].[Na+].Cl.[NH2:20][OH:21].Cl[C:23](Cl)(Cl)[CH:24]([OH:26])O. The catalyst is O. The product is [Br:1][C:2]1[CH:8]=[CH:7][C:5]([NH:6][C:24](=[O:26])[CH:23]=[N:20][OH:21])=[C:4]([CH2:9][CH3:10])[CH:3]=1. The yield is 0.460. (8) The reactants are C([O:4][C:5]1[CH:26]=[CH:25][C:8]([CH:9]2[CH2:18][C:17]3[C:12](=[CH:13][C:14]([O:19]C(=O)C)=[CH:15][CH:16]=3)[O:11][CH:10]2[CH2:23][CH3:24])=[CH:7][CH:6]=1)(=O)C.[OH-].[K+].C(O)(=O)C. The catalyst is CO.O. The product is [OH:4][C:5]1[CH:26]=[CH:25][C:8]([CH:9]2[CH2:18][C:17]3[C:12](=[CH:13][C:14]([OH:19])=[CH:15][CH:16]=3)[O:11][CH:10]2[CH2:23][CH3:24])=[CH:7][CH:6]=1. The yield is 0.400. (9) The reactants are [CH3:1][O:2][C:3]1[CH:4]=[C:5]2[C:10](=[CH:11][C:12]=1[O:13][CH3:14])[N:9]=[CH:8][CH:7]=[C:6]2[O:15][C:16]1[CH:21]=[C:20]([CH3:22])[C:19]([CH3:23])=[CH:18][C:17]=1[C:24](=O)[CH3:25].O.[NH2:28][NH2:29].C(N(CC)CC)C. The catalyst is C(O)C. The product is [CH3:1][O:2][C:3]1[CH:4]=[C:5]2[C:10](=[CH:11][C:12]=1[O:13][CH3:14])[N:9]=[CH:8][CH:7]=[C:6]2[O:15][C:16]1[CH:21]=[C:20]([CH3:22])[C:19]([CH3:23])=[CH:18][C:17]=1[C:24](=[N:28][NH2:29])[CH3:25]. The yield is 0.670. (10) The reactants are [NH2:1][C:2]1[C:3]([F:20])=[C:4]([C:16]([F:19])=[CH:17][CH:18]=1)[C:5]([N:7]1[CH2:11][CH2:10][CH2:9][C@H:8]1[C:12]([O:14][CH3:15])=[O:13])=[O:6].[CH3:21][O:22][C:23]1[C:24](=O)[C:25](=[O:29])[C:26]=1[O:27]C. The yield is 0.790. The product is [F:20][C:3]1[C:2]([NH:1][C:24]2[C:25](=[O:29])[C:26](=[O:27])[C:23]=2[O:22][CH3:21])=[CH:18][CH:17]=[C:16]([F:19])[C:4]=1[C:5]([N:7]1[CH2:11][CH2:10][CH2:9][C@H:8]1[C:12]([O:14][CH3:15])=[O:13])=[O:6]. The catalyst is CO.